This data is from Forward reaction prediction with 1.9M reactions from USPTO patents (1976-2016). The task is: Predict the product of the given reaction. (1) Given the reactants [CH3:1][O:2][C:3](=[O:18])[CH:4]([C:9]([C:11]1[CH:16]=[CH:15][C:14]([Br:17])=[CH:13][N:12]=1)=[O:10])/[C:5](=[N:7]/C)/[CH3:6].Cl.NO, predict the reaction product. The product is: [CH3:1][O:2][C:3]([C:4]1[C:5]([CH3:6])=[N:7][O:10][C:9]=1[C:11]1[CH:16]=[CH:15][C:14]([Br:17])=[CH:13][N:12]=1)=[O:18]. (2) Given the reactants [CH2:1]([O:8][C:9]([NH:11][C:12]12[CH2:19][CH2:18][C:15]([C:20]([O:22]C)=[O:21])([CH2:16][CH2:17]1)[CH2:14][CH2:13]2)=[O:10])[C:2]1[CH:7]=[CH:6][CH:5]=[CH:4][CH:3]=1.[OH-].[Na+], predict the reaction product. The product is: [CH2:1]([O:8][C:9]([NH:11][C:12]12[CH2:19][CH2:18][C:15]([C:20]([OH:22])=[O:21])([CH2:16][CH2:17]1)[CH2:14][CH2:13]2)=[O:10])[C:2]1[CH:3]=[CH:4][CH:5]=[CH:6][CH:7]=1. (3) Given the reactants [CH2:1]([O:3][C:4]([N:6]1[CH2:11][CH2:10][N:9]([C:12](=[O:47])[C@@H:13]([NH:23][C:24]([C:26]2[CH:30]=[C:29]([O:31][C:32]3([C:36]([O:38]CC)=[O:37])[CH2:35][CH2:34][CH2:33]3)[N:28]([C:41]3[CH:46]=[CH:45][CH:44]=[CH:43][CH:42]=3)[N:27]=2)=[O:25])[CH2:14][CH2:15][C:16]([O:18][C:19]([CH3:22])([CH3:21])[CH3:20])=[O:17])[CH2:8][CH2:7]1)=[O:5])[CH3:2].[OH-].[Na+].Cl, predict the reaction product. The product is: [CH2:1]([O:3][C:4]([N:6]1[CH2:11][CH2:10][N:9]([C:12](=[O:47])[C@@H:13]([NH:23][C:24]([C:26]2[CH:30]=[C:29]([O:31][C:32]3([C:36]([OH:38])=[O:37])[CH2:33][CH2:34][CH2:35]3)[N:28]([C:41]3[CH:46]=[CH:45][CH:44]=[CH:43][CH:42]=3)[N:27]=2)=[O:25])[CH2:14][CH2:15][C:16]([O:18][C:19]([CH3:22])([CH3:21])[CH3:20])=[O:17])[CH2:8][CH2:7]1)=[O:5])[CH3:2]. (4) The product is: [CH3:73][N:69]1[CH2:70][CH2:71][CH2:72][CH:68]1[CH2:67][CH2:66][NH:65][C:17](=[O:18])/[CH:16]=[CH:15]/[C:7]1[C:6]([NH:20][S:21]([C:24]2[CH:25]=[CH:26][CH:27]=[CH:28][CH:29]=2)(=[O:23])=[O:22])=[C:5]([C:3]([OH:2])=[O:4])[C:14]2[CH2:13][CH2:12][CH2:11][CH2:10][C:9]=2[CH:8]=1. Given the reactants C[O:2][C:3]([C:5]1[C:14]2[CH2:13][CH2:12][CH2:11][CH2:10][C:9]=2[CH:8]=[C:7](/[CH:15]=[CH:16]/[C:17](O)=[O:18])[C:6]=1[NH:20][S:21]([C:24]1[CH:29]=[CH:28][CH:27]=[CH:26][CH:25]=1)(=[O:23])=[O:22])=[O:4].C1CCC(N=C=NC2CCCCC2)CC1.O.ON1C2C=CC=CC=2N=N1.C(N(C(C)C)CC)(C)C.[NH2:65][CH2:66][CH2:67][CH:68]1[CH2:72][CH2:71][CH2:70][N:69]1[CH3:73].[Li+].[OH-], predict the reaction product.